Task: Regression/Classification. Given a drug SMILES string, predict its toxicity properties. Task type varies by dataset: regression for continuous values (e.g., LD50, hERG inhibition percentage) or binary classification for toxic/non-toxic outcomes (e.g., AMES mutagenicity, cardiotoxicity, hepatotoxicity). Dataset: herg_karim.. Dataset: hERG potassium channel inhibition data for cardiac toxicity prediction from Karim et al. The drug is Cc1cccc(C(CC[C@@H](N)C(=O)O)(c2ccccc2)c2ccccc2)c1. The result is 0 (non-blocker).